From a dataset of Forward reaction prediction with 1.9M reactions from USPTO patents (1976-2016). Predict the product of the given reaction. (1) Given the reactants [F:1][C:2]1([F:21])[CH2:6][CH2:5][S:4][C:3]1=[CH:7][C:8]1[CH:13]=[CH:12][C:11]([CH:14]([CH3:20])[C:15]([O:17]CC)=[O:16])=[CH:10][CH:9]=1.O.[OH-].[Li+], predict the reaction product. The product is: [F:21][C:2]1([F:1])[CH2:6][CH2:5][S:4][C:3]1=[CH:7][C:8]1[CH:9]=[CH:10][C:11]([CH:14]([CH3:20])[C:15]([OH:17])=[O:16])=[CH:12][CH:13]=1. (2) Given the reactants [CH3:1][C:2]1([CH3:23])[C:11]2[C:6](=[CH:7][CH:8]=[C:9]([C:12]([F:15])([F:14])[F:13])[CH:10]=2)[NH:5][CH:4]([C:16]2[CH:17]=[C:18]([NH2:22])[CH:19]=[CH:20][CH:21]=2)[CH2:3]1.N1C=CC=CC=1.[CH3:30][CH:31]([S:33](Cl)(=[O:35])=[O:34])[CH3:32], predict the reaction product. The product is: [CH3:1][C:2]1([CH3:23])[C:11]2[C:6](=[CH:7][CH:8]=[C:9]([C:12]([F:15])([F:13])[F:14])[CH:10]=2)[NH:5][CH:4]([C:16]2[CH:17]=[C:18]([NH:22][S:33]([CH:31]([CH3:32])[CH3:30])(=[O:35])=[O:34])[CH:19]=[CH:20][CH:21]=2)[CH2:3]1. (3) Given the reactants CC(C)([O-])C.[K+].C1COCC1.[NH2:12][C:13](=[O:48])[CH:14]([N:21]1[CH2:29][C:28]2[C:23](=[CH:24][CH:25]=[CH:26][C:27]=2[O:30][CH2:31][C:32]2[CH:37]=[CH:36][C:35]([O:38][CH2:39][CH2:40][N:41]3[CH2:46][CH2:45][O:44][CH2:43][CH2:42]3)=[CH:34][CH:33]=2)[C:22]1=[O:47])[CH2:15][CH2:16][C:17]([O:19]C)=O, predict the reaction product. The product is: [O:44]1[CH2:43][CH2:42][N:41]([CH2:40][CH2:39][O:38][C:35]2[CH:34]=[CH:33][C:32]([CH2:31][O:30][C:27]3[CH:26]=[CH:25][CH:24]=[C:23]4[C:28]=3[CH2:29][N:21]([CH:14]3[CH2:15][CH2:16][C:17](=[O:19])[NH:12][C:13]3=[O:48])[C:22]4=[O:47])=[CH:37][CH:36]=2)[CH2:46][CH2:45]1. (4) Given the reactants Br[C:2]1[C:15]2[C:14](=[O:16])[N:13]([CH2:17][CH2:18][N:19]3[CH2:24][CH2:23][O:22][CH2:21][CH2:20]3)[C:12](=[O:25])[C:11]3=[CH:26][C:27](Br)=[C:8]4[C:9]([C:10]=23)=[C:4]([C:5](=[O:38])[N:6]([CH2:30][CH2:31][N:32]2[CH2:37][CH2:36][O:35][CH2:34][CH2:33]2)[C:7]4=[O:29])[CH:3]=1.[NH2:39][CH2:40][CH2:41][CH2:42][N:43]1[CH2:48][CH2:47][N:46]([CH3:49])[CH2:45][CH2:44]1, predict the reaction product. The product is: [CH3:49][N:46]1[CH2:45][CH2:44][N:43]([CH2:42][CH2:41][CH2:40][NH:39][C:2]2[C:15]3[C:14](=[O:16])[N:13]([CH2:17][CH2:18][N:19]4[CH2:24][CH2:23][O:22][CH2:21][CH2:20]4)[C:12](=[O:25])[C:11]4=[CH:26][C:27]([NH:39][CH2:40][CH2:41][CH2:42][N:43]5[CH2:44][CH2:45][N:46]([CH3:49])[CH2:47][CH2:48]5)=[C:8]5[C:9]([C:10]=34)=[C:4]([C:5](=[O:38])[N:6]([CH2:30][CH2:31][N:32]3[CH2:37][CH2:36][O:35][CH2:34][CH2:33]3)[C:7]5=[O:29])[CH:3]=2)[CH2:48][CH2:47]1. (5) Given the reactants [CH3:1][NH:2][C:3](=[O:25])[C:4]1[CH:9]=[C:8]([O:10][C:11]2[CH:12]=[C:13]3[C:18](=[CH:19][CH:20]=2)[N:17]=[C:16](S(C)(=O)=O)[N:15]=[CH:14]3)[CH:7]=[CH:6][N:5]=1.[CH:26]1(CN)[CH2:31][CH2:30][CH2:29][CH2:28][CH2:27]1.[CH3:34][N:35](C=O)C, predict the reaction product. The product is: [CH:26]1([N:35]([CH3:34])[C:16]2[N:15]=[CH:14][C:13]3[C:18](=[CH:19][CH:20]=[C:11]([O:10][C:8]4[CH:7]=[CH:6][N:5]=[C:4]([C:3]([NH:2][CH3:1])=[O:25])[CH:9]=4)[CH:12]=3)[N:17]=2)[CH2:27][CH2:28][CH2:29][CH2:30][CH2:31]1. (6) The product is: [C:5]1([CH:4]([C:11]2[CH:16]=[CH:15][CH:14]=[CH:13][CH:12]=2)[CH2:3][CH2:2][NH:17][CH2:18][CH2:19][CH:20]2[CH2:21][CH2:22][N:23]([C:26]([O:28][C:29]([CH3:32])([CH3:31])[CH3:30])=[O:27])[CH2:24][CH2:25]2)[CH:10]=[CH:9][CH:8]=[CH:7][CH:6]=1. Given the reactants Br[CH2:2][CH2:3][CH:4]([C:11]1[CH:16]=[CH:15][CH:14]=[CH:13][CH:12]=1)[C:5]1[CH:10]=[CH:9][CH:8]=[CH:7][CH:6]=1.[NH2:17][CH2:18][CH2:19][CH:20]1[CH2:25][CH2:24][N:23]([C:26]([O:28][C:29]([CH3:32])([CH3:31])[CH3:30])=[O:27])[CH2:22][CH2:21]1.C(=O)([O-])[O-].[K+].[K+], predict the reaction product. (7) The product is: [C:10]1([CH3:20])[CH:11]=[CH:12][C:13]([S:16]([OH:19])(=[O:17])=[O:18])=[CH:14][CH:15]=1.[CH2:20]([O:9][C:7](=[O:8])[C@H:2]([CH2:3][CH2:4][CH3:5])[NH2:1])[C:10]1[CH:15]=[CH:14][CH:13]=[CH:12][CH:11]=1. Given the reactants [NH:1]1[C:5](=O)[CH2:4][CH2:3][C@H:2]1[C:7]([OH:9])=[O:8].[C:10]1([CH3:20])[CH:15]=[CH:14][C:13]([S:16]([OH:19])(=[O:18])=[O:17])=[CH:12][CH:11]=1.O.CCOCC, predict the reaction product. (8) Given the reactants [NH2:1][CH2:2][CH:3]([CH:14]1[CH2:19][CH2:18][N:17]([C:20]2[N:25]=[CH:24][N:23]=[C:22]([NH2:26])[C:21]=2[Br:27])[CH2:16][CH2:15]1)[C:4]1[CH:9]=[CH:8][C:7]([C:10]([F:13])([F:12])[F:11])=[CH:6][CH:5]=1.[C:28](O[C:28]([O:30][C:31]([CH3:34])([CH3:33])[CH3:32])=[O:29])([O:30][C:31]([CH3:34])([CH3:33])[CH3:32])=[O:29], predict the reaction product. The product is: [NH2:26][C:22]1[N:23]=[CH:24][N:25]=[C:20]([N:17]2[CH2:18][CH2:19][CH:14]([CH:3]([C:4]3[CH:9]=[CH:8][C:7]([C:10]([F:12])([F:13])[F:11])=[CH:6][CH:5]=3)[CH2:2][NH:1][C:28](=[O:29])[O:30][C:31]([CH3:34])([CH3:33])[CH3:32])[CH2:15][CH2:16]2)[C:21]=1[Br:27].